From a dataset of NCI-60 drug combinations with 297,098 pairs across 59 cell lines. Regression. Given two drug SMILES strings and cell line genomic features, predict the synergy score measuring deviation from expected non-interaction effect. (1) Drug 1: CS(=O)(=O)CCNCC1=CC=C(O1)C2=CC3=C(C=C2)N=CN=C3NC4=CC(=C(C=C4)OCC5=CC(=CC=C5)F)Cl. Drug 2: CCCCC(=O)OCC(=O)C1(CC(C2=C(C1)C(=C3C(=C2O)C(=O)C4=C(C3=O)C=CC=C4OC)O)OC5CC(C(C(O5)C)O)NC(=O)C(F)(F)F)O. Cell line: HS 578T. Synergy scores: CSS=28.7, Synergy_ZIP=0.320, Synergy_Bliss=6.30, Synergy_Loewe=-6.27, Synergy_HSA=4.11. (2) Drug 1: CC12CCC3C(C1CCC2=O)CC(=C)C4=CC(=O)C=CC34C. Drug 2: C1=CC=C(C(=C1)C(C2=CC=C(C=C2)Cl)C(Cl)Cl)Cl. Cell line: NCIH23. Synergy scores: CSS=54.5, Synergy_ZIP=0.736, Synergy_Bliss=3.86, Synergy_Loewe=1.61, Synergy_HSA=4.39. (3) Drug 1: C1CCN(CC1)CCOC2=CC=C(C=C2)C(=O)C3=C(SC4=C3C=CC(=C4)O)C5=CC=C(C=C5)O. Drug 2: CC1=C(C(CCC1)(C)C)C=CC(=CC=CC(=CC(=O)O)C)C. Cell line: HL-60(TB). Synergy scores: CSS=40.5, Synergy_ZIP=3.91, Synergy_Bliss=0.847, Synergy_Loewe=-11.8, Synergy_HSA=-5.00. (4) Synergy scores: CSS=20.2, Synergy_ZIP=-6.84, Synergy_Bliss=0.611, Synergy_Loewe=-5.04, Synergy_HSA=-1.17. Drug 2: CC(C)(C#N)C1=CC(=CC(=C1)CN2C=NC=N2)C(C)(C)C#N. Cell line: UACC62. Drug 1: C1=CN(C(=O)N=C1N)C2C(C(C(O2)CO)O)O.Cl.